Dataset: Full USPTO retrosynthesis dataset with 1.9M reactions from patents (1976-2016). Task: Predict the reactants needed to synthesize the given product. (1) Given the product [C:13]([O:1][C:2]1[C:10]([CH3:11])=[CH:9][C:8]([I:12])=[CH:7][C:3]=1[C:4]([O:6][CH3:20])=[O:5])(=[O:15])[CH3:14], predict the reactants needed to synthesize it. The reactants are: [OH:1][C:2]1[C:10]([CH3:11])=[CH:9][C:8]([I:12])=[CH:7][C:3]=1[C:4]([O-:6])=[O:5].[C:13](OC(=O)C)(=[O:15])[CH3:14].[C:20]([O-])(O)=O.[Na+]. (2) Given the product [C:25]([O:24][C:22](=[O:23])[CH2:21][O:20][C:10]1[C:9](=[O:8])[C:18]2[C:13]([C:12](=[N:37][S:34]([C:30]3[S:29][CH:33]=[CH:32][CH:31]=3)(=[O:36])=[O:35])[CH:11]=1)=[CH:14][CH:15]=[CH:16][CH:17]=2)([CH3:28])([CH3:27])[CH3:26], predict the reactants needed to synthesize it. The reactants are: C(N(CC)CC)C.[O:8]=[C:9]1[C:18]2[C:13](=[CH:14][CH:15]=[CH:16][CH:17]=2)[C:12](=O)[CH:11]=[C:10]1[O:20][CH2:21][C:22]([O:24][C:25]([CH3:28])([CH3:27])[CH3:26])=[O:23].[S:29]1[CH:33]=[CH:32][CH:31]=[C:30]1[S:34]([NH2:37])(=[O:36])=[O:35]. (3) The reactants are: [F:1][C:2]1[CH:7]=[CH:6][C:5]([S:8]([N:11]2[C:14]3([CH2:17][N:16]([C:18](OC(C)(C)C)=[O:19])[CH2:15]3)[CH2:13][CH2:12]2)(=[O:10])=[O:9])=[CH:4][CH:3]=1.FC(F)(F)C(O)=O.[Cl:32][C:33]1[CH:38]=[C:37]([Cl:39])[CH:36]=[CH:35][C:34]=1[CH2:40][N:41]=C=O.C(N(CC)CC)C. Given the product [Cl:32][C:33]1[CH:38]=[C:37]([Cl:39])[CH:36]=[CH:35][C:34]=1[CH2:40][NH:41][C:18]([N:16]1[CH2:15][C:14]2([N:11]([S:8]([C:5]3[CH:4]=[CH:3][C:2]([F:1])=[CH:7][CH:6]=3)(=[O:9])=[O:10])[CH2:12][CH2:13]2)[CH2:17]1)=[O:19], predict the reactants needed to synthesize it. (4) Given the product [N:9]1([C:14]2[CH:21]=[CH:20][C:17]([CH2:18][CH:26]3[C:27](=[O:29])[O:28][C:23]([CH3:31])([CH3:22])[O:24][C:25]3=[O:30])=[CH:16][CH:15]=2)[CH:13]=[CH:12][CH:11]=[N:10]1, predict the reactants needed to synthesize it. The reactants are: N1CCC[C@H]1C(O)=O.[N:9]1([C:14]2[CH:21]=[CH:20][C:17]([CH:18]=O)=[CH:16][CH:15]=2)[CH:13]=[CH:12][CH:11]=[N:10]1.[CH3:22][C:23]1([CH3:31])[O:28][C:27](=[O:29])[CH2:26][C:25](=[O:30])[O:24]1.CC1NC(C)=C(C(OCC)=O)CC=1C(OCC)=O. (5) Given the product [CH2:29]([NH:36][C:37]([C:16]1[S:15][C:11]2[N:10]([C:9](=[O:18])[N:8]([CH2:1][C:2]3[CH:3]=[CH:4][CH:5]=[CH:6][CH:7]=3)[C:13](=[O:14])[CH:12]=2)[CH:17]=1)=[O:38])[C:30]1[CH:35]=[CH:34][CH:33]=[CH:32][CH:31]=1, predict the reactants needed to synthesize it. The reactants are: [CH2:1]([N:8]1[C:13](=[O:14])[CH:12]=[C:11]2[S:15][CH:16]=[CH:17][N:10]2[C:9]1=[O:18])[C:2]1[CH:7]=[CH:6][CH:5]=[CH:4][CH:3]=1.[Li]N([Si](C)(C)C)[Si](C)(C)C.[CH2:29]([N:36]=[C:37]=[O:38])[C:30]1[CH:35]=[CH:34][CH:33]=[CH:32][CH:31]=1. (6) Given the product [NH:21]1[C:29]2=[N:28][CH:27]=[CH:26][CH:25]=[C:24]2[C:23]([CH:30]=[C:11]2[O:10][C:9]([NH:8][C:5]3[CH:6]=[CH:7][C:2]([F:1])=[CH:3][C:4]=3[CH3:20])=[C:13]([C:14]([O:16][CH2:17][CH3:18])=[O:15])[C:12]2=[O:19])=[CH:22]1, predict the reactants needed to synthesize it. The reactants are: [F:1][C:2]1[CH:7]=[CH:6][C:5]([NH:8][C:9]2[O:10][CH2:11][C:12](=[O:19])[C:13]=2[C:14]([O:16][CH2:17][CH3:18])=[O:15])=[C:4]([CH3:20])[CH:3]=1.[NH:21]1[C:29]2[C:24](=[CH:25][CH:26]=[CH:27][N:28]=2)[C:23]([CH:30]=O)=[CH:22]1.N1CCC[C@H]1C(O)=O.